From a dataset of Catalyst prediction with 721,799 reactions and 888 catalyst types from USPTO. Predict which catalyst facilitates the given reaction. (1) Reactant: Br[C:2]1[N:6]2[C:7]3[CH:19]=[CH:18][CH:17]=[N:16][C:8]=3[NH:9][C:10]3[CH:15]=[CH:14][CH:13]=[CH:12][C:11]=3[C:5]2=[N:4][C:3]=1[C:20]1[CH:25]=[CH:24][CH:23]=[CH:22][CH:21]=1.C(O)C.C(=O)(O)[O-].[Na+].[C:34]([O:38][C:39]([NH:41][CH2:42][C:43]1[CH:48]=[CH:47][C:46](B(O)O)=[CH:45][CH:44]=1)=[O:40])([CH3:37])([CH3:36])[CH3:35]. Product: [C:20]1([C:3]2[N:4]=[C:5]3[C:11]4[CH:12]=[CH:13][CH:14]=[CH:15][C:10]=4[NH:9][C:8]4[N:16]=[CH:17][CH:18]=[CH:19][C:7]=4[N:6]3[C:2]=2[C:46]2[CH:47]=[CH:48][C:43]([CH2:42][NH:41][C:39](=[O:40])[O:38][C:34]([CH3:37])([CH3:36])[CH3:35])=[CH:44][CH:45]=2)[CH:21]=[CH:22][CH:23]=[CH:24][CH:25]=1. The catalyst class is: 11. (2) Product: [Br:43][C:40]1[CH:41]=[CH:42][C:37]([C:9]2[C:22]3[C:23]4=[C:24]5[C:19](=[CH:20][CH:21]=3)[CH:18]=[CH:17][C:16]([C:25]3[C:34]6[C:29](=[CH:30][CH:31]=[CH:32][CH:33]=6)[CH:28]=[CH:27][CH:26]=3)=[C:15]5[CH:14]=[CH:13][C:12]4=[CH:11][CH:10]=2)=[CH:38][CH:39]=1. Reactant: CC1(C)C(C)(C)OB([C:9]2[C:22]3[C:23]4=[C:24]5[C:19](=[CH:20][CH:21]=3)[CH:18]=[CH:17][C:16]([C:25]3[C:34]6[C:29](=[CH:30][CH:31]=[CH:32][CH:33]=6)[CH:28]=[CH:27][CH:26]=3)=[C:15]5[CH:14]=[CH:13][C:12]4=[CH:11][CH:10]=2)O1.Br[C:37]1[CH:42]=[CH:41][C:40]([Br:43])=[CH:39][CH:38]=1.C([O-])([O-])=O.[Na+].[Na+].CCO. The catalyst class is: 206.